This data is from NCI-60 drug combinations with 297,098 pairs across 59 cell lines. The task is: Regression. Given two drug SMILES strings and cell line genomic features, predict the synergy score measuring deviation from expected non-interaction effect. (1) Drug 1: CC1=C(C(CCC1)(C)C)C=CC(=CC=CC(=CC(=O)O)C)C. Drug 2: CC1=C(C(=CC=C1)Cl)NC(=O)C2=CN=C(S2)NC3=CC(=NC(=N3)C)N4CCN(CC4)CCO. Cell line: OVCAR3. Synergy scores: CSS=6.47, Synergy_ZIP=8.36, Synergy_Bliss=5.47, Synergy_Loewe=-10.0, Synergy_HSA=-0.321. (2) Drug 1: C1=C(C(=O)NC(=O)N1)N(CCCl)CCCl. Drug 2: C(CN)CNCCSP(=O)(O)O. Cell line: UACC-257. Synergy scores: CSS=27.4, Synergy_ZIP=-1.88, Synergy_Bliss=3.08, Synergy_Loewe=-7.67, Synergy_HSA=3.75. (3) Drug 2: CCCCC(=O)OCC(=O)C1(CC(C2=C(C1)C(=C3C(=C2O)C(=O)C4=C(C3=O)C=CC=C4OC)O)OC5CC(C(C(O5)C)O)NC(=O)C(F)(F)F)O. Synergy scores: CSS=49.4, Synergy_ZIP=0.180, Synergy_Bliss=0.0801, Synergy_Loewe=-10.3, Synergy_HSA=-2.41. Drug 1: CC1=C(C=C(C=C1)NC(=O)C2=CC=C(C=C2)CN3CCN(CC3)C)NC4=NC=CC(=N4)C5=CN=CC=C5. Cell line: ACHN. (4) Drug 1: CS(=O)(=O)CCNCC1=CC=C(O1)C2=CC3=C(C=C2)N=CN=C3NC4=CC(=C(C=C4)OCC5=CC(=CC=C5)F)Cl. Drug 2: COCCOC1=C(C=C2C(=C1)C(=NC=N2)NC3=CC=CC(=C3)C#C)OCCOC.Cl. Cell line: IGROV1. Synergy scores: CSS=15.2, Synergy_ZIP=-2.32, Synergy_Bliss=5.18, Synergy_Loewe=2.59, Synergy_HSA=5.20. (5) Drug 1: C(=O)(N)NO. Drug 2: C1=NC2=C(N=C(N=C2N1C3C(C(C(O3)CO)O)F)Cl)N. Cell line: BT-549. Synergy scores: CSS=8.46, Synergy_ZIP=-1.94, Synergy_Bliss=5.20, Synergy_Loewe=0.566, Synergy_HSA=2.60. (6) Drug 1: C1=NC2=C(N=C(N=C2N1C3C(C(C(O3)CO)O)F)Cl)N. Drug 2: COC1=C2C(=CC3=C1OC=C3)C=CC(=O)O2. Cell line: M14. Synergy scores: CSS=5.88, Synergy_ZIP=-3.81, Synergy_Bliss=-1.06, Synergy_Loewe=-18.5, Synergy_HSA=-4.39. (7) Drug 1: CC1=C(C=C(C=C1)NC(=O)C2=CC=C(C=C2)CN3CCN(CC3)C)NC4=NC=CC(=N4)C5=CN=CC=C5. Drug 2: CCN(CC)CCCC(C)NC1=C2C=C(C=CC2=NC3=C1C=CC(=C3)Cl)OC. Cell line: PC-3. Synergy scores: CSS=11.9, Synergy_ZIP=-6.14, Synergy_Bliss=0.876, Synergy_Loewe=-16.1, Synergy_HSA=-0.510.